The task is: Predict the product of the given reaction.. This data is from Forward reaction prediction with 1.9M reactions from USPTO patents (1976-2016). (1) The product is: [CH3:1][C:2]1[CH:7]=[CH:6][C:5]([S:8]([NH:11][C:12]2[S:13][C:14]([C:17]([OH:19])=[O:18])=[CH:15][N:16]=2)(=[O:9])=[O:10])=[CH:4][CH:3]=1. Given the reactants [CH3:1][C:2]1[CH:7]=[CH:6][C:5]([S:8]([NH:11][C:12]2[S:13][C:14]([C:17]([O:19]C)=[O:18])=[CH:15][N:16]=2)(=[O:10])=[O:9])=[CH:4][CH:3]=1.CO.[OH-].[K+].Cl, predict the reaction product. (2) Given the reactants [Br:1][C:2]1[CH:3]=[C:4]([CH:11]=[CH:12][C:13]=1[Cl:14])[C:5](N(OC)C)=[O:6].[CH3:15][Mg]Br, predict the reaction product. The product is: [Br:1][C:2]1[CH:3]=[C:4]([C:5](=[O:6])[CH3:15])[CH:11]=[CH:12][C:13]=1[Cl:14]. (3) The product is: [Na+:32].[Cl:24][C:22]1[CH:21]=[CH:20][C:19]([O:25][CH2:26][CH:27]([CH3:29])[CH3:28])=[C:18]([C:13]2[N:12]([C:7]3[CH:6]=[C:5]([C:10]([CH3:11])=[CH:9][CH:8]=3)[C:4]([O-:30])=[O:3])[C:16]([CH3:17])=[CH:15][CH:14]=2)[CH:23]=1. Given the reactants C([O:3][C:4](=[O:30])[C:5]1[C:10]([CH3:11])=[CH:9][CH:8]=[C:7]([N:12]2[C:16]([CH3:17])=[CH:15][CH:14]=[C:13]2[C:18]2[CH:23]=[C:22]([Cl:24])[CH:21]=[CH:20][C:19]=2[O:25][CH2:26][CH:27]([CH3:29])[CH3:28])[CH:6]=1)C.[OH-].[Na+:32].Cl, predict the reaction product.